This data is from Reaction yield outcomes from USPTO patents with 853,638 reactions. The task is: Predict the reaction yield, written as a fraction of the theoretical maximum amount of product (1.0 means a 100% yield; for example, 0.34 means a 34% yield). (1) The reactants are F.F.F.C(N(CC)CC)C.C(N(CC)CC)C.[Si]([O:35][CH2:36][C@H:37]1[O:41][C@@H:40]([N:42]2[CH:49]=[C:48]([CH3:50])[C:46](=[O:47])[NH:45][C:43]2=[O:44])[C@H:39]([O:51][CH2:52][CH2:53][O:54][N:55]([CH3:57])[CH3:56])[C@@H:38]1[OH:58])(C(C)(C)C)(C1C=CC=CC=1)C1C=CC=CC=1.CO. The catalyst is C1COCC1.C(Cl)Cl. The product is [CH3:56][N:55]([CH3:57])[O:54][CH2:53][CH2:52][O:51][C@@H:39]1[C@H:38]([OH:58])[C@@H:37]([CH2:36][OH:35])[O:41][C@H:40]1[N:42]1[CH:49]=[C:48]([CH3:50])[C:46](=[O:47])[NH:45][C:43]1=[O:44]. The yield is 0.925. (2) The reactants are [CH3:1][O:2][C:3]([NH:5][C@H:6]([C:10]([N:12]1[CH2:16][C@@H:15]([CH3:17])[CH2:14][C@H:13]1[C:18]1[NH:22][C:21]2[C:23]3[C:28]([CH:29]=[CH:30][C:20]=2[N:19]=1)=[CH:27][C:26]1[C:31]2[C:36]([CH2:37][O:38][C:25]=1[CH:24]=3)=[CH:35][C:34]([C:39]1[NH:43][C:42]([C@@H:44]3[CH2:48][C@H:47]([CH2:49][O:50][CH3:51])[CH2:46][N:45]3C(OC(C)(C)C)=O)=[N:41][CH:40]=1)=[CH:33][CH:32]=2)=[O:11])[CH:7]([CH3:9])[CH3:8])=[O:4].Cl.[CH3:60][O:61][C:62]([NH:64][C@H:65]([C:69]1[CH:74]=[CH:73][CH:72]=[CH:71][CH:70]=1)[C:66]([OH:68])=O)=[O:63].CCOC(C(C#N)=NOC(N1CCOCC1)=[N+](C)C)=O.F[P-](F)(F)(F)(F)F.CCN(C(C)C)C(C)C. The catalyst is C(Cl)Cl.CO.CCOC(C)=O.CN(C=O)C.CO. The product is [CH3:1][O:2][C:3]([NH:5][C@@H:6]([CH:7]([CH3:9])[CH3:8])[C:10]([N:12]1[CH2:16][C@@H:15]([CH3:17])[CH2:14][C@H:13]1[C:18]1[NH:22][C:21]2[C:23]3[C:28]([CH:29]=[CH:30][C:20]=2[N:19]=1)=[CH:27][C:26]1[C:31]2[C:36]([CH2:37][O:38][C:25]=1[CH:24]=3)=[CH:35][C:34]([C:39]1[NH:43][C:42]([C@@H:44]3[CH2:48][C@H:47]([CH2:49][O:50][CH3:51])[CH2:46][N:45]3[C:66](=[O:68])[C@H:65]([NH:64][C:62](=[O:63])[O:61][CH3:60])[C:69]3[CH:74]=[CH:73][CH:72]=[CH:71][CH:70]=3)=[N:41][CH:40]=1)=[CH:33][CH:32]=2)=[O:11])=[O:4]. The yield is 0.380. (3) The reactants are [F:1][C:2]1[CH:3]=[C:4]([O:19][CH2:20][CH2:21][O:22][CH3:23])[C:5]([O:14][CH2:15][CH2:16][O:17][CH3:18])=[C:6]([CH:8]([C:11](=O)[CH3:12])[C:9]#[N:10])[CH:7]=1.Cl.Cl.[NH2:26][NH2:27].C(=O)(O)[O-].[Na+]. The catalyst is C(O)C. The product is [F:1][C:2]1[CH:3]=[C:4]([O:19][CH2:20][CH2:21][O:22][CH3:23])[C:5]([O:14][CH2:15][CH2:16][O:17][CH3:18])=[C:6]([C:8]2[C:11]([CH3:12])=[N:26][NH:27][C:9]=2[NH2:10])[CH:7]=1. The yield is 0.560. (4) The reactants are [NH2:1][C:2]1[N:7]=[C:6]([C:8]2[CH:15]=[CH:14][C:11]([C:12]#[N:13])=[C:10](F)[CH:9]=2)[CH:5]=[C:4]([NH:17][CH2:18][CH2:19][C:20]2[CH:25]=[CH:24][CH:23]=[CH:22][CH:21]=2)[N:3]=1.O.[NH2:27][NH2:28]. The catalyst is CCO. The product is [NH2:13][C:12]1[C:11]2[C:10](=[CH:9][C:8]([C:6]3[N:7]=[C:2]([NH2:1])[N:3]=[C:4]([NH:17][CH2:18][CH2:19][C:20]4[CH:25]=[CH:24][CH:23]=[CH:22][CH:21]=4)[CH:5]=3)=[CH:15][CH:14]=2)[NH:28][N:27]=1. The yield is 0.420.